This data is from Forward reaction prediction with 1.9M reactions from USPTO patents (1976-2016). The task is: Predict the product of the given reaction. (1) Given the reactants Cl.[CH2:2]([N:9]1[CH2:14][CH2:13][CH:12]([C:15]([O:17]CC)=O)[C:11](=O)[CH2:10]1)[C:3]1[CH:8]=[CH:7][CH:6]=[CH:5][CH:4]=1.[NH2:21][NH2:22], predict the reaction product. The product is: [CH2:2]([N:9]1[CH2:14][CH2:13][C:12]2[C:15]([OH:17])=[N:21][NH:22][C:11]=2[CH2:10]1)[C:3]1[CH:8]=[CH:7][CH:6]=[CH:5][CH:4]=1. (2) Given the reactants [Cl:1][C:2]1[CH:7]=[CH:6][CH:5]=[CH:4][C:3]=1[C:8]1[N:12]2[C:13]3[C:18]([N:19]=[C:20]([CH3:21])[C:11]2=[C:10]([CH3:23])[N:9]=1)=[CH:17][C:16]([OH:22])=[CH:15][CH:14]=3.C(=O)([O-])[O-].[Cs+].[Cs+].CN(C)C=O.[N+:35]([C:38]1[CH:39]=[C:40]([CH:43]=[CH:44][CH:45]=1)[CH2:41]Br)([O-:37])=[O:36], predict the reaction product. The product is: [Cl:1][C:2]1[CH:7]=[CH:6][CH:5]=[CH:4][C:3]=1[C:8]1[N:12]2[C:13]3[C:18]([N:19]=[C:20]([CH3:21])[C:11]2=[C:10]([CH3:23])[N:9]=1)=[CH:17][C:16]([O:22][CH2:41][C:40]1[CH:43]=[CH:44][CH:45]=[C:38]([N+:35]([O-:37])=[O:36])[CH:39]=1)=[CH:15][CH:14]=3. (3) Given the reactants [C:1]([O:4][C@@H:5]1[C@@H:18]([O:19][C:20](=[O:22])[CH3:21])[C@H:17]([O:23][C:24](=[O:26])[CH3:25])[CH2:16][S:15][C@H:6]1[O:7][C:8]1[CH:9]=[N:10][C:11](Br)=[CH:12][CH:13]=1)(=[O:3])[CH3:2].[CH3:27][O:28][C:29]1[N:34]=[CH:33][C:32](B(O)O)=[CH:31][CH:30]=1, predict the reaction product. The product is: [C:1]([O:4][C@@H:5]1[C@@H:18]([O:19][C:20](=[O:22])[CH3:21])[C@H:17]([O:23][C:24](=[O:26])[CH3:25])[CH2:16][S:15][C@H:6]1[O:7][C:8]1[CH:9]=[N:10][C:11]([C:32]2[CH:33]=[N:34][C:29]([O:28][CH3:27])=[CH:30][CH:31]=2)=[CH:12][CH:13]=1)(=[O:3])[CH3:2]. (4) Given the reactants [C:1]1([C:7]2[CH:8]=[C:9]3[C:13](=[C:14]([C:16]([NH2:18])=[O:17])[CH:15]=2)[NH:12][CH:11]=[C:10]3[CH:19]2[CH2:24][CH2:23][NH:22][CH2:21][CH2:20]2)[CH:6]=[CH:5][CH:4]=[CH:3][CH:2]=1.[Cl:25][C:26]1[CH:31]=[C:30]([Cl:32])[CH:29]=[CH:28][C:27]=1[S:33](Cl)(=[O:35])=[O:34].C(N(CC)CC)C, predict the reaction product. The product is: [Cl:25][C:26]1[CH:31]=[C:30]([Cl:32])[CH:29]=[CH:28][C:27]=1[S:33]([N:22]1[CH2:23][CH2:24][CH:19]([C:10]2[C:9]3[C:13](=[C:14]([C:16]([NH2:18])=[O:17])[CH:15]=[C:7]([C:1]4[CH:2]=[CH:3][CH:4]=[CH:5][CH:6]=4)[CH:8]=3)[NH:12][CH:11]=2)[CH2:20][CH2:21]1)(=[O:35])=[O:34].